Dataset: Forward reaction prediction with 1.9M reactions from USPTO patents (1976-2016). Task: Predict the product of the given reaction. (1) Given the reactants [CH2:1]([O:8][C:9]1[CH:13]=[C:12]([C:14](OC)=[O:15])[N:11]([C:18]2[CH:23]=[CH:22][CH:21]=[CH:20][CH:19]=2)[N:10]=1)[C:2]1[CH:7]=[CH:6][CH:5]=[CH:4][CH:3]=1.[H-].[Al+3].[Li+].[H-].[H-].[H-].O.O.O.O.O.O.O.O.O.O.S([O-])([O-])(=O)=O.[Na+].[Na+], predict the reaction product. The product is: [CH2:1]([O:8][C:9]1[CH:13]=[C:12]([CH2:14][OH:15])[N:11]([C:18]2[CH:23]=[CH:22][CH:21]=[CH:20][CH:19]=2)[N:10]=1)[C:2]1[CH:3]=[CH:4][CH:5]=[CH:6][CH:7]=1. (2) Given the reactants [CH:1]1[C:6]([OH:7])=[CH:5][C:4]2[C:8]([CH2:11][CH2:12][NH2:13])=[CH:9][NH:10][C:3]=2[CH:2]=1.Cl.[CH2:15]([N:33]=[C:34]=[O:35])[CH2:16][CH2:17][CH2:18][CH2:19][CH2:20][CH2:21][CH2:22][CH2:23][CH2:24][CH2:25][CH2:26][CH2:27][CH2:28][CH2:29][CH2:30][CH2:31][CH3:32].O, predict the reaction product. The product is: [OH:7][C:6]1[CH:5]=[C:4]2[C:3](=[CH:2][CH:1]=1)[NH:10][CH:9]=[C:8]2[CH2:11][CH2:12][NH:13][C:34]([NH:33][CH2:15][CH2:16][CH2:17][CH2:18][CH2:19][CH2:20][CH2:21][CH2:22][CH2:23][CH2:24][CH2:25][CH2:26][CH2:27][CH2:28][CH2:29][CH2:30][CH2:31][CH3:32])=[O:35]. (3) Given the reactants [Br:1][C:2]1[CH:7]=[CH:6][C:5]([N:8]2[C:12](=[O:13])[NH:11][N:10]=[CH:9]2)=[C:4]([F:14])[CH:3]=1.[OH-].[K+].Br[CH:18]([CH3:20])[CH3:19], predict the reaction product. The product is: [Br:1][C:2]1[CH:7]=[CH:6][C:5]([N:8]2[C:12](=[O:13])[N:11]([CH:18]([CH3:20])[CH3:19])[N:10]=[CH:9]2)=[C:4]([F:14])[CH:3]=1. (4) Given the reactants [C:1]([O:5][C:6](=[O:9])[CH2:7][NH2:8])([CH3:4])([CH3:3])[CH3:2].[N:10]([CH2:13][CH2:14][C:15]([CH3:20])([CH3:19])[CH2:16][CH:17]=O)=[N+:11]=[N-:12], predict the reaction product. The product is: [C:1]([O:5][C:6](=[O:9])[CH2:7]/[N:8]=[CH:17]/[CH2:16][C:15]([CH3:20])([CH3:19])[CH2:14][CH2:13][N:10]=[N+:11]=[N-:12])([CH3:4])([CH3:3])[CH3:2].